Predict the reaction yield, written as a fraction of the theoretical maximum amount of product (1.0 means a 100% yield; for example, 0.34 means a 34% yield). From a dataset of Reaction yield outcomes from USPTO patents with 853,638 reactions. (1) The reactants are [CH3:1][C:2]1([C:5]2[O:9][N:8]=[C:7]([NH2:10])[CH:6]=2)[CH2:4][CH2:3]1.C(C1C=C(N[C:20](=[O:28])[O:21][C:22]2[CH:27]=[CH:26][CH:25]=[CH:24][CH:23]=2)ON=1)(C)C. No catalyst specified. The product is [CH3:1][C:2]1([C:5]2[O:9][N:8]=[C:7]([NH:10][C:20](=[O:28])[O:21][C:22]3[CH:27]=[CH:26][CH:25]=[CH:24][CH:23]=3)[CH:6]=2)[CH2:4][CH2:3]1. The yield is 0.700. (2) The reactants are [C:1]([OH:4])(=[O:3])[CH3:2].[O:5]=[CH:6][C:7]1[CH:15]=[CH:14][C:12](O)=[C:9]([O:10][CH3:11])[CH:8]=1.[N+:16]([O-])([OH:18])=[O:17]. No catalyst specified. The product is [C:1]([O:4][C:12]1[CH:14]=[CH:15][C:7]([CH:6]=[O:5])=[C:8]([N+:16]([O-:18])=[O:17])[C:9]=1[O:10][CH3:11])(=[O:3])[CH3:2]. The yield is 0.410.